This data is from Reaction yield outcomes from USPTO patents with 853,638 reactions. The task is: Predict the reaction yield, written as a fraction of the theoretical maximum amount of product (1.0 means a 100% yield; for example, 0.34 means a 34% yield). (1) The reactants are O[C:2]1[CH:11]=[C:10]([C:12]([OH:14])=O)[C:9]2[C:4](=[CH:5][CH:6]=[CH:7][CH:8]=2)[N:3]=1.S(Cl)([Cl:17])=O.[N:19]1([CH2:24][CH2:25][NH2:26])[CH2:23][CH2:22][CH2:21][CH2:20]1. The catalyst is C(Cl)Cl.CN(C=O)C. The product is [Cl:17][C:2]1[CH:11]=[C:10]([C:12]([NH:26][CH2:25][CH2:24][N:19]2[CH2:23][CH2:22][CH2:21][CH2:20]2)=[O:14])[C:9]2[C:4](=[CH:5][CH:6]=[CH:7][CH:8]=2)[N:3]=1. The yield is 0.560. (2) The reactants are [Cl-].[Cl-].[Cl-].[Al+3].[Cl-].[Na+].C([O:11][C:12]1[CH:17]=[CH:16][C:15]([Br:18])=[CH:14][CH:13]=1)(=O)C=C. The product is [Br:18][C:15]1[CH:14]=[CH:13][C:12]([OH:11])=[C:17]2[C:16]=1[CH2:14][CH2:13][C:12]2=[O:11]. The yield is 0.360. The catalyst is O. (3) The catalyst is C(O)(=O)C.O. The product is [NH2:1][C:2]1[C:10]([CH3:11])=[CH:9][C:8]([C:12]2[CH:13]=[C:14]3[C:20]([C:21]4[CH:26]=[CH:25][CH:24]=[CH:23][C:22]=4[O:27][CH3:28])=[N:19][NH:18][C:15]3=[N:16][CH:17]=2)=[CH:7][C:3]=1[C:4]([OH:6])=[O:5]. The yield is 0.570. The reactants are [NH2:1][C:2]1[C:10]([CH3:11])=[CH:9][C:8]([C:12]2[CH:13]=[C:14]3[C:20]([C:21]4[CH:26]=[CH:25][CH:24]=[CH:23][C:22]=4[O:27][CH3:28])=[N:19][N:18](COCC[Si](C)(C)C)[C:15]3=[N:16][CH:17]=2)=[CH:7][C:3]=1[C:4]([OH:6])=[O:5].Cl(O)(=O)(=O)=O. (4) The reactants are [NH:1]1[C:9]2[C:4](=[CH:5][CH:6]=[CH:7][CH:8]=2)[C:3]([CH2:10][CH2:11][CH2:12]O)=[CH:2]1.[Br:14]P(Br)(C1C=CC=CC=1)(C1C=CC=CC=1)C1C=CC=CC=1.C1CCCCC1. The catalyst is O1CCOCC1. The product is [NH:1]1[C:9]2[C:4](=[CH:5][CH:6]=[CH:7][CH:8]=2)[C:3]([CH2:10][CH2:11][CH2:12][Br:14])=[CH:2]1. The yield is 0.990. (5) The reactants are [CH:1]1([CH2:6][OH:7])[CH2:5][CH2:4][CH2:3][CH2:2]1.[H-].[Na+].Cl[C:11]1[C:16]([S:17][C:18]2[CH:19]=[C:20]([NH:24][C:25](=[O:27])[CH3:26])[CH:21]=[CH:22][CH:23]=2)=[CH:15][N:14]=[C:13]([N:28]2[CH2:33][CH2:32][N:31]([CH3:34])[CH2:30][CH2:29]2)[N:12]=1.CO. The catalyst is CN(C=O)C. The product is [CH:1]1([CH2:6][O:7][C:15]2[C:16]([S:17][C:18]3[CH:19]=[C:20]([NH:24][C:25](=[O:27])[CH3:26])[CH:21]=[CH:22][CH:23]=3)=[CH:11][N:12]=[C:13]([N:28]3[CH2:33][CH2:32][N:31]([CH3:34])[CH2:30][CH2:29]3)[N:14]=2)[CH2:5][CH2:4][CH2:3][CH2:2]1. The yield is 0.790. (6) The reactants are [Cl:1][C:2]1[N:7]=[C:6]([C:8](=[O:10])[CH3:9])[CH:5]=[CH:4][N:3]=1.[BH4-].[Na+]. The catalyst is CO.CCOC(C)=O. The product is [Cl:1][C:2]1[N:7]=[C:6]([CH:8]([OH:10])[CH3:9])[CH:5]=[CH:4][N:3]=1. The yield is 0.360.